Dataset: Catalyst prediction with 721,799 reactions and 888 catalyst types from USPTO. Task: Predict which catalyst facilitates the given reaction. (1) Reactant: [Br:1]Br.[CH3:3][C:4]1[N:9]([C:10]2[CH:15]=[CH:14][CH:13]=[C:12]([C:16]([F:19])([F:18])[F:17])[CH:11]=2)[C:8](=[O:20])[C:7]([C:21]([NH:23][CH2:24][C:25]2[CH:30]=[CH:29][C:28]([S:31]([CH3:34])(=[O:33])=[O:32])=[CH:27][CH:26]=2)=[O:22])=[CH:6][C:5]=1[C:35](=[O:38])[CH2:36][CH3:37]. Product: [Br:1][CH:36]([CH3:37])[C:35]([C:5]1[CH:6]=[C:7]([C:21]([NH:23][CH2:24][C:25]2[CH:26]=[CH:27][C:28]([S:31]([CH3:34])(=[O:32])=[O:33])=[CH:29][CH:30]=2)=[O:22])[C:8](=[O:20])[N:9]([C:10]2[CH:15]=[CH:14][CH:13]=[C:12]([C:16]([F:19])([F:18])[F:17])[CH:11]=2)[C:4]=1[CH3:3])=[O:38]. The catalyst class is: 1. (2) The catalyst class is: 1. Product: [NH:1]1[C:9]2[C:4](=[C:5]([C:10]3[CH:11]=[C:12]([NH:24][C:25](=[O:27])[CH3:26])[CH:13]=[C:14]([C:16]4[CH:21]=[CH:20][C:19]([F:22])=[CH:18][C:17]=4[F:48])[CH:15]=3)[CH:6]=[CH:7][CH:8]=2)[CH:3]=[CH:2]1. Reactant: [NH:1]1[C:9]2[C:4](=[C:5]([C:10]3[CH:11]=[C:12]([NH:24][C:25](=[O:27])[CH3:26])[C:13](F)=[C:14]([C:16]4[CH:21]=[CH:20][C:19]([F:22])=[CH:18][CH:17]=4)[CH:15]=3)[CH:6]=[CH:7][CH:8]=2)[CH:3]=[CH:2]1.BrC1C=C(NC(=O)C)C=C(C2C=CC=C3C=2C=CN3)C=1.[F:48]C1C=C(F)C=CC=1B(O)O.[F-].[K+]. (3) The catalyst class is: 8. Product: [C:24]1([CH:17]([C:18]2[CH:23]=[CH:22][CH:21]=[CH:20][CH:19]=2)[N:15]2[CH2:16][CH:13]([O:12]/[N:11]=[C:8](\[CH3:10])/[CH2:7][C:2]3[N:3]=[CH:4][CH:5]=[CH:6][N:1]=3)[CH2:14]2)[CH:25]=[CH:26][CH:27]=[CH:28][CH:29]=1. Reactant: [N:1]1[CH:6]=[CH:5][CH:4]=[N:3][C:2]=1[CH2:7][C:8]([CH3:10])=O.[NH2:11][O:12][CH:13]1[CH2:16][N:15]([CH:17]([C:24]2[CH:29]=[CH:28][CH:27]=[CH:26][CH:25]=2)[C:18]2[CH:23]=[CH:22][CH:21]=[CH:20][CH:19]=2)[CH2:14]1. (4) Reactant: [F:1][C:2]1[CH:3]=[CH:4][C:5]([N+:10]([O-:12])=[O:11])=[C:6]([CH:9]=1)[CH:7]=O.[CH2:13]([O:15][C:16](=[O:37])[CH:17]=P(C1C=CC=CC=1)(C1C=CC=CC=1)C1C=CC=CC=1)[CH3:14]. Product: [CH2:13]([O:15][C:16](=[O:37])/[CH:17]=[CH:7]/[C:6]1[CH:9]=[C:2]([F:1])[CH:3]=[CH:4][C:5]=1[N+:10]([O-:12])=[O:11])[CH3:14]. The catalyst class is: 48. (5) Reactant: [SH:1][CH2:2][C:3]1[N:4]=[C:5]([CH3:13])[S:6][C:7]=1[C:8](OCC)=[O:9].O. Product: [SH:1][CH2:2][C:3]1[N:4]=[C:5]([CH3:13])[S:6][C:7]=1[CH:8]=[O:9]. The catalyst class is: 7.